This data is from Catalyst prediction with 721,799 reactions and 888 catalyst types from USPTO. The task is: Predict which catalyst facilitates the given reaction. (1) Reactant: [BH4-].[Li+].[C:3]([O:7][C:8]([N:10]([CH2:32][O:33][CH2:34][CH2:35][Si:36]([CH3:39])([CH3:38])[CH3:37])[C:11]1[S:12][C@:13]2([C:28](OC)=[O:29])[C@H:15]([C@:16]([C:20]3[CH:25]=[CH:24][CH:23]=[C:22]([F:26])[C:21]=3[F:27])([CH2:18][F:19])[N:17]=1)[CH2:14]2)=[O:9])([CH3:6])([CH3:5])[CH3:4].CO.[Cl-].[Na+]. Product: [C:3]([O:7][C:8](=[O:9])[N:10]([C:11]1[S:12][C@:13]2([CH2:28][OH:29])[C@H:15]([C@:16]([C:20]3[CH:25]=[CH:24][CH:23]=[C:22]([F:26])[C:21]=3[F:27])([CH2:18][F:19])[N:17]=1)[CH2:14]2)[CH2:32][O:33][CH2:34][CH2:35][Si:36]([CH3:37])([CH3:38])[CH3:39])([CH3:6])([CH3:4])[CH3:5]. The catalyst class is: 1. (2) Reactant: [NH2:1][C:2]([C:4]1[CH:5]=[CH:6][C:7]([N:10]([CH2:30][CH2:31][CH3:32])[CH2:11][CH2:12][CH2:13][O:14][C:15]2[CH:16]=[C:17]3[C:21](=[CH:22][CH:23]=2)[C@H:20]([CH2:24][C:25]([O:27][CH2:28][CH3:29])=[O:26])[CH2:19][CH2:18]3)=[N:8][CH:9]=1)=[S:3].Br[CH:34]([CH3:38])[C:35](=O)[CH3:36]. Product: [CH3:38][C:34]1[N:1]=[C:2]([C:4]2[CH:5]=[CH:6][C:7]([N:10]([CH2:30][CH2:31][CH3:32])[CH2:11][CH2:12][CH2:13][O:14][C:15]3[CH:16]=[C:17]4[C:21](=[CH:22][CH:23]=3)[C@H:20]([CH2:24][C:25]([O:27][CH2:28][CH3:29])=[O:26])[CH2:19][CH2:18]4)=[N:8][CH:9]=2)[S:3][C:35]=1[CH3:36]. The catalyst class is: 8.